Dataset: Catalyst prediction with 721,799 reactions and 888 catalyst types from USPTO. Task: Predict which catalyst facilitates the given reaction. (1) Reactant: C([N-]C(C)C)(C)C.[Li+].[F:9][C:10]1[CH:15]=[CH:14][C:13]([CH:16]2[C:25](=[O:26])[CH2:24][CH2:23][C:18]3([O:22][CH2:21][CH2:20][O:19]3)[CH2:17]2)=[CH:12][CH:11]=1.[CH3:27][SiH:28]([CH3:30])[CH3:29]. Product: [F:9][C:10]1[CH:15]=[CH:14][C:13]([CH:16]2[CH2:17][C:18]3([O:19][CH2:20][CH2:21][O:22]3)[CH2:23][CH:24]=[C:25]2[O:26][Si:28]([CH3:30])([CH3:29])[CH3:27])=[CH:12][CH:11]=1. The catalyst class is: 49. (2) Reactant: [NH:1]1[CH:5]=[CH:4][CH:3]=[C:2]1[CH:6]=[O:7].Cl[CH2:9][C:10]1[CH:15]=[CH:14][C:13]([O:16][CH3:17])=[CH:12][CH:11]=1.C([O-])([O-])=O.[K+].[K+]. Product: [CH3:17][O:16][C:13]1[CH:14]=[CH:15][C:10]([CH2:9][N:1]2[CH:5]=[CH:4][CH:3]=[C:2]2[CH:6]=[O:7])=[CH:11][CH:12]=1. The catalyst class is: 39. (3) Reactant: [Cl:1][C:2]1C=[C:6](Cl)[C:5]([F:9])=[CH:4][N:3]=1.CC[N:12](CC)CC.[CH:17]1([NH2:20])[CH2:19][CH2:18]1. Product: [Cl:1][C:2]1[N:12]=[C:6]([NH:20][CH:17]2[CH2:19][CH2:18]2)[C:5]([F:9])=[CH:4][N:3]=1. The catalyst class is: 23. (4) Reactant: [C:1]1([C:7]2[O:8][C:9]([C:12]3[CH:13]=[C:14]4[C:19](=[CH:20][CH:21]=3)[CH:18]=[C:17]([O:22][CH2:23][C:24]#[N:25])[CH:16]=[CH:15]4)=[CH:10][N:11]=2)[CH:6]=[CH:5][CH:4]=[CH:3][CH:2]=1.[N-:26]=[N+:27]=[N-:28].[Na+].[Cl-].[NH4+].[OH-].[Na+]. Product: [C:1]1([C:7]2[O:8][C:9]([C:12]3[CH:13]=[C:14]4[C:19](=[CH:20][CH:21]=3)[CH:18]=[C:17]([O:22][CH2:23][C:24]3[NH:28][N:27]=[N:26][N:25]=3)[CH:16]=[CH:15]4)=[CH:10][N:11]=2)[CH:2]=[CH:3][CH:4]=[CH:5][CH:6]=1. The catalyst class is: 18.